From a dataset of Forward reaction prediction with 1.9M reactions from USPTO patents (1976-2016). Predict the product of the given reaction. (1) Given the reactants [NH2:1][C:2]1[C:7]2[N:8]=[C:9]([S:15][C:16]3[C:24]([I:25])=[CH:23][C:19]4[O:20][CH2:21][O:22][C:18]=4[CH:17]=3)[N:10]([CH2:11][CH2:12][CH2:13][OH:14])[C:6]=2[CH:5]=[CH:4][N:3]=1.CCN(CC)CC.[CH3:33][S:34](Cl)(=[O:36])=[O:35].CS(OCCCN1C2C=CN=C(N)C=2N=C1SC1C(Br)=CC2OCOC=2C=1)(=O)=O, predict the reaction product. The product is: [CH3:33][S:34]([O:14][CH2:13][CH2:12][CH2:11][N:10]1[C:6]2[CH:5]=[CH:4][N:3]=[C:2]([NH2:1])[C:7]=2[N:8]=[C:9]1[S:15][C:16]1[C:24]([I:25])=[CH:23][C:19]2[O:20][CH2:21][O:22][C:18]=2[CH:17]=1)(=[O:36])=[O:35]. (2) Given the reactants [F:1][CH:2]([F:14])[O:3][C:4]1[N:9]=[C:8]([C:10]([O:12]C)=[O:11])[CH:7]=[CH:6][CH:5]=1.[Li+].[OH-].Cl, predict the reaction product. The product is: [F:14][CH:2]([F:1])[O:3][C:4]1[N:9]=[C:8]([C:10]([OH:12])=[O:11])[CH:7]=[CH:6][CH:5]=1. (3) Given the reactants [OH:1][C:2]1[CH:3]=[CH:4][C:5]2[C:17](=[O:18])[C:16]3[C:15]4[C:10](=[CH:11][C:12]([C:19]#[N:20])=[CH:13][CH:14]=4)[NH:9][C:8]=3[C:7]([CH3:22])([CH3:21])[C:6]=2[CH:23]=1.[N:24]1([CH2:29][CH2:30]O)[CH:28]=[CH:27][N:26]=[CH:25]1, predict the reaction product. The product is: [N:24]1([CH2:29][CH2:30][O:1][C:2]2[CH:3]=[CH:4][C:5]3[C:17](=[O:18])[C:16]4[C:15]5[C:10](=[CH:11][C:12]([C:19]#[N:20])=[CH:13][CH:14]=5)[NH:9][C:8]=4[C:7]([CH3:21])([CH3:22])[C:6]=3[CH:23]=2)[CH:28]=[CH:27][N:26]=[CH:25]1. (4) Given the reactants [C:1]1([CH2:7][CH2:8][NH:9][CH2:10][CH2:11][CH2:12][CH2:13][CH2:14][CH2:15][CH3:16])[CH:6]=[CH:5][CH:4]=[CH:3][CH:2]=1.[CH3:17][O:18][C:19]([C:21]1[CH:38]=[CH:37][CH:36]=[CH:35][C:22]=1[O:23][CH2:24][C:25]1[CH:30]=[CH:29][C:28]([CH2:31][C:32]([OH:34])=O)=[CH:27][CH:26]=1)=[O:20].F[B-](F)(F)F.N1(OC(N(C)C)=[N+](C)C)C2C=CC=CC=2N=N1.C(N(C(C)C)C(C)C)C, predict the reaction product. The product is: [CH2:10]([N:9]([CH2:8][CH2:7][C:1]1[CH:2]=[CH:3][CH:4]=[CH:5][CH:6]=1)[C:32](=[O:34])[CH2:31][C:28]1[CH:27]=[CH:26][C:25]([CH2:24][O:23][C:22]2[CH:35]=[CH:36][CH:37]=[CH:38][C:21]=2[C:19]([O:18][CH3:17])=[O:20])=[CH:30][CH:29]=1)[CH2:11][CH2:12][CH2:13][CH2:14][CH2:15][CH3:16]. (5) Given the reactants Br[C:2]1[CH:3]=[CH:4][C:5]2[NH:6][C:7]3[C:12]([C:13]=2[CH:14]=1)=[CH:11][CH:10]=[CH:9][CH:8]=3.[CH3:15][N:16]1CCCC1=O, predict the reaction product. The product is: [C:15]([C:2]1[CH:3]=[CH:4][C:5]2[NH:6][C:7]3[C:12]([C:13]=2[CH:14]=1)=[CH:11][CH:10]=[CH:9][CH:8]=3)#[N:16]. (6) Given the reactants [NH2:1][C:2]1[N:3]=[C:4]([O:20][CH2:21][C:22]2[CH:27]=[CH:26][CH:25]=[CH:24][CH:23]=2)[C:5]2[N:10]([CH2:11][O:12][CH2:13][C:14]3[CH:19]=[CH:18][CH:17]=[CH:16][CH:15]=3)[CH:9]=[CH:8][C:6]=2[N:7]=1.[Br:28]N1C(=O)CCC1=O, predict the reaction product. The product is: [NH2:1][C:2]1[N:3]=[C:4]([O:20][CH2:21][C:22]2[CH:27]=[CH:26][CH:25]=[CH:24][CH:23]=2)[C:5]2[N:10]([CH2:11][O:12][CH2:13][C:14]3[CH:19]=[CH:18][CH:17]=[CH:16][CH:15]=3)[CH:9]=[C:8]([Br:28])[C:6]=2[N:7]=1. (7) Given the reactants [C:1]([C:3]1[C:8]2[N:9]=[C:10]([C:12]3[CH:17]=[CH:16][C:15]([O:18][CH3:19])=[CH:14][CH:13]=3)[S:11][C:7]=2[CH:6]=[C:5]([O:20][CH3:21])[CH:4]=1)#[N:2].Cl.BrC1C=C(OC)C=CC=1NC(=O)C1C=CC(OC)=CC=1.C(Cl)(=O)C1C=CC(OC)=CC=1, predict the reaction product. The product is: [C:1]([C:3]1[C:8]2[N:9]=[C:10]([C:12]3[CH:13]=[CH:14][C:15]([O:18][CH3:19])=[CH:16][CH:17]=3)[S:11][C:7]=2[CH:6]=[C:5]([O:20][CH3:21])[CH:4]=1)#[N:2].[C:1]([C:3]1[C:8]2[N:9]=[C:10]([C:12]3[CH:13]=[CH:14][C:15]([OH:18])=[CH:16][CH:17]=3)[S:11][C:7]=2[CH:6]=[C:5]([OH:20])[CH:4]=1)#[N:2]. (8) The product is: [CH:2]([O:4][C:5]1[N:6]=[C:7]([C:23]2[CH:28]=[N:27][C:26]([C:29]([F:31])([F:30])[F:32])=[N:25][CH:24]=2)[CH:8]=[C:9]([CH2:11][NH2:12])[N:10]=1)([CH3:3])[CH3:1]. Given the reactants [CH3:1][CH:2]([O:4][C:5]1[N:10]=[C:9]([CH2:11][N:12]2C(=O)C3C(=CC=CC=3)C2=O)[CH:8]=[C:7]([C:23]2[CH:24]=[N:25][C:26]([C:29]([F:32])([F:31])[F:30])=[N:27][CH:28]=2)[N:6]=1)[CH3:3].NN.O, predict the reaction product.